Dataset: Full USPTO retrosynthesis dataset with 1.9M reactions from patents (1976-2016). Task: Predict the reactants needed to synthesize the given product. (1) Given the product [NH2:39][C:40]1([C:44]2[CH:45]=[CH:46][C:47]([C:50]3[C:51]([C:66]4[CH:67]=[CH:68][CH:69]=[CH:70][CH:71]=4)=[CH:52][C:53]4[N:58]([CH2:59][CH2:60][CH2:61][C:62]#[N:63])[C:57](=[O:64])[CH2:56][O:55][C:54]=4[N:65]=3)=[CH:48][CH:49]=2)[CH2:43][CH2:42][CH2:41]1, predict the reactants needed to synthesize it. The reactants are: NC1(C2C=CC(C3C(C4C=CC=CC=4)=CC4N(CCC#N)C(=O)COC=4N=3)=CC=2)CCC1.C(OC(=O)[NH:39][C:40]1([C:44]2[CH:49]=[CH:48][C:47]([C:50]3[C:51]([C:66]4[CH:71]=[CH:70][CH:69]=[CH:68][CH:67]=4)=[CH:52][C:53]4[N:58]([CH2:59][CH2:60][CH2:61][C:62]#[N:63])[C:57](=[O:64])[CH2:56][O:55][C:54]=4[N:65]=3)=[CH:46][CH:45]=2)[CH2:43][CH2:42][CH2:41]1)(C)(C)C. (2) Given the product [CH3:10][C:11]1[N:16]=[C:15]([S:17][CH2:3][C:4]2[CH:9]=[CH:8][CH:7]=[CH:6][N:5]=2)[N:14]=[C:13]([OH:18])[CH:12]=1, predict the reactants needed to synthesize it. The reactants are: Br.Br[CH2:3][C:4]1[CH:9]=[CH:8][CH:7]=[CH:6][N:5]=1.[CH3:10][C:11]1[N:16]=[C:15]([SH:17])[N:14]=[C:13]([OH:18])[CH:12]=1. (3) Given the product [CH3:26][N:27]([C:21](=[O:22])[CH2:20][C@H:17]1[CH2:18][CH2:19][C@H:14]([C:11]2[CH:10]=[CH:9][C:8]([C:5]3[NH:6][N:7]=[C:3]([C:2]([F:24])([F:25])[F:1])[CH:4]=3)=[CH:13][CH:12]=2)[CH2:15][CH2:16]1)[CH2:28][C:29]([O:31][CH3:32])=[O:30], predict the reactants needed to synthesize it. The reactants are: [F:1][C:2]([F:25])([F:24])[C:3]1[NH:7][N:6]=[C:5]([C:8]2[CH:13]=[CH:12][C:11]([C@H:14]3[CH2:19][CH2:18][C@H:17]([CH2:20][C:21](O)=[O:22])[CH2:16][CH2:15]3)=[CH:10][CH:9]=2)[CH:4]=1.[CH3:26][NH:27][CH2:28][C:29]([O:31][CH3:32])=[O:30].F[P-](F)(F)(F)(F)F.N1(OC(N(C)C)=[N+](C)C)C2N=CC=CC=2N=N1.C(N(C(C)C)CC)(C)C. (4) Given the product [ClH:15].[Cl:16][C:11]1[CH:10]=[C:9]([C@@H:8]2[O:7][CH2:6][CH2:5][NH:4][CH2:3][C@H:2]2[N:1]2[C:35](=[O:36])[CH2:34][NH:31][C:32]2=[O:33])[CH:14]=[CH:13][C:12]=1[Cl:15], predict the reactants needed to synthesize it. The reactants are: [NH2:1][C@H:2]1[C@H:8]([C:9]2[CH:14]=[CH:13][C:12]([Cl:15])=[C:11]([Cl:16])[CH:10]=2)[O:7][CH2:6][CH2:5][N:4](C(OC(C)(C)C)=O)[CH2:3]1.C(N(CC)CC)C.[N:31]([CH2:34][C:35](OCC)=[O:36])=[C:32]=[O:33]. (5) Given the product [C:11]([O:15][C:16]([N:18]1[C@@H:23]2[CH2:24][CH2:25][C@H:19]1[CH2:20][C:21]([C:33]1[CH:32]=[N:31][CH:30]=[C:29]([Br:28])[CH:34]=1)([C:26]#[N:27])[CH2:22]2)=[O:17])([CH3:14])([CH3:12])[CH3:13], predict the reactants needed to synthesize it. The reactants are: C[Si]([N-][Si](C)(C)C)(C)C.[Li+].[C:11]([O:15][C:16]([N:18]1[C@@H:23]2[CH2:24][CH2:25][C@H:19]1[CH2:20][CH:21]([C:26]#[N:27])[CH2:22]2)=[O:17])([CH3:14])([CH3:13])[CH3:12].[Br:28][C:29]1[CH:30]=[N:31][CH:32]=[C:33](F)[CH:34]=1.O. (6) Given the product [Cl:27][C:19]1[CH:18]=[C:17]([C@@H:10]([CH2:11][CH:12]2[CH2:16][CH2:15][CH2:14][CH2:13]2)[C:9]([NH:8][C:5]2[CH:4]=[N:3][C:2]([C:42]#[C:41][CH2:40][CH2:39][OH:38])=[CH:7][N:6]=2)=[O:28])[CH:22]=[CH:21][C:20]=1[S:23]([CH3:26])(=[O:25])=[O:24], predict the reactants needed to synthesize it. The reactants are: Br[C:2]1[N:3]=[CH:4][C:5]([NH:8][C:9](=[O:28])[C@@H:10]([C:17]2[CH:22]=[CH:21][C:20]([S:23]([CH3:26])(=[O:25])=[O:24])=[C:19]([Cl:27])[CH:18]=2)[CH2:11][CH:12]2[CH2:16][CH2:15][CH2:14][CH2:13]2)=[N:6][CH:7]=1.C(N(CC)C(C)C)(C)C.[OH:38][CH2:39][CH2:40][C:41]#[CH:42]. (7) Given the product [F:1][C:2]1[CH:11]=[CH:10][C:9]([NH2:12])=[C:8]2[C:3]=1[CH2:4][CH2:5][CH:6]([CH3:15])[NH:7]2, predict the reactants needed to synthesize it. The reactants are: [F:1][C:2]1[CH:11]=[CH:10][C:9]([N+:12]([O-])=O)=[C:8]2[C:3]=1[CH:4]=[CH:5][CH:6]([CH3:15])[NH:7]2.FC1C=CC(N)=C2C=1C=CC(C)=N2. (8) The reactants are: [CH3:1][C:2]1[NH:3][C:4]2[CH:10]=[CH:9][CH:8]=[CH:7][C:5]=2[N:6]=1.Cl[C:12]1[N:20]=[C:19]2[C:15]([N:16]=[C:17]([CH2:22][N:23]3[CH:28]4[CH2:29][CH2:30][CH:24]3[CH2:25][O:26][CH2:27]4)[N:18]2[CH3:21])=[C:14]([N:31]2[CH2:36][CH2:35][O:34][CH2:33][CH2:32]2)[N:13]=1. Given the product [CH3:21][N:18]1[C:17]([CH2:22][N:23]2[CH:24]3[CH2:30][CH2:29][CH:28]2[CH2:27][O:26][CH2:25]3)=[N:16][C:15]2[C:19]1=[N:20][C:12]([N:3]1[C:4]3[CH:10]=[CH:9][CH:8]=[CH:7][C:5]=3[N:6]=[C:2]1[CH3:1])=[N:13][C:14]=2[N:31]1[CH2:36][CH2:35][O:34][CH2:33][CH2:32]1, predict the reactants needed to synthesize it. (9) The reactants are: [Br:1][C:2]1[C:11]2[CH:10]=[N:9][CH:8]=[CH:7][C:6]=2[C:5]([OH:12])=[C:4]([CH2:13][CH2:14][CH3:15])[CH:3]=1.[BH3-]C#N.[Na+].B(F)(F)F.CCOCC. Given the product [Br:1][C:2]1[C:11]2[CH2:10][NH:9][CH2:8][CH2:7][C:6]=2[C:5]([OH:12])=[C:4]([CH2:13][CH2:14][CH3:15])[CH:3]=1, predict the reactants needed to synthesize it.